This data is from Catalyst prediction with 721,799 reactions and 888 catalyst types from USPTO. The task is: Predict which catalyst facilitates the given reaction. (1) Reactant: [CH2:1]([O:3][C:4](=[O:22])[CH:5]([N:14]=[CH:15][C:16]1[CH:21]=[CH:20][CH:19]=[CH:18][CH:17]=1)[C:6]1[CH:11]=[CH:10][C:9]([Cl:12])=[C:8]([Cl:13])[CH:7]=1)[CH3:2].[OH-].[Na+].[CH2:25](Br)[CH:26]=[CH2:27].S([O-])([O-])(=O)=O.C([N+](CCCC)(CCCC)CCCC)CCC.C([N+](CCCC)(CCCC)CCCC)CCC. Product: [CH:15](=[N:14][C:5]([C:6]1[CH:11]=[CH:10][C:9]([Cl:12])=[C:8]([Cl:13])[CH:7]=1)([CH2:27][CH:26]=[CH2:25])[C:4]([O:3][CH2:1][CH3:2])=[O:22])[C:16]1[CH:17]=[CH:18][CH:19]=[CH:20][CH:21]=1. The catalyst class is: 2. (2) Reactant: [N+:1]([C:4]1[CH:5]=[C:6]([CH:10]2[O:14][CH2:13][CH2:12][O:11]2)[CH:7]=[CH:8][CH:9]=1)([O-])=O. Product: [O:11]1[CH2:12][CH2:13][O:14][CH:10]1[C:6]1[CH:5]=[C:4]([NH2:1])[CH:9]=[CH:8][CH:7]=1. The catalyst class is: 63. (3) Reactant: [CH3:1][C:2](=O)[CH2:3][C:4](=[O:6])[CH3:5].[Br:8][C:9]1[CH:16]=[CH:15][CH:14]=[CH:13][C:10]=1[CH:11]=O.[CH3:17][O:18][C:19](=[O:24])/[CH:20]=[C:21](\[NH2:23])/[CH3:22].CC(O)=O. Product: [C:4]([C:3]1[CH:11]([C:10]2[CH:13]=[CH:14][CH:15]=[CH:16][C:9]=2[Br:8])[C:20]([C:19]([O:18][CH3:17])=[O:24])=[C:21]([CH3:22])[NH:23][C:2]=1[CH3:1])(=[O:6])[CH3:5]. The catalyst class is: 351. (4) Reactant: [CH3:1][C:2]1([CH3:15])[C:11]2[C:6]3=[C:7]([NH:12][C:13](=[O:14])[N:5]3[CH2:4][CH2:3]1)[CH:8]=[CH:9][CH:10]=2.[H-].[Na+].Br[CH2:19]/[CH:20]=[CH:21]\[C@H:22]1[CH2:26][O:25][C:24]([CH3:28])([CH3:27])[O:23]1.O. Product: [CH3:27][C:24]1([CH3:28])[O:23][C@@H:22](/[CH:21]=[CH:20]\[CH2:19][N:12]2[C:7]3=[C:6]4[C:11](=[CH:10][CH:9]=[CH:8]3)[C:2]([CH3:15])([CH3:1])[CH2:3][CH2:4][N:5]4[C:13]2=[O:14])[CH2:26][O:25]1. The catalyst class is: 3. (5) Reactant: [F:1][C:2]1[CH:7]=[CH:6][C:5]([C:8]2[N:9]=[N:10][N:11]([CH3:18])[C:12]=2[C:13]2[N:14]=[CH:15][NH:16][CH:17]=2)=[CH:4][CH:3]=1.F[C:20]1[CH:29]=[CH:28][C:23]([C:24]([O:26][CH3:27])=[O:25])=[CH:22][CH:21]=1.C(=O)([O-])[O-].[K+].[K+].O. Product: [CH3:27][O:26][C:24](=[O:25])[C:23]1[CH:28]=[CH:29][C:20]([N:16]2[CH:17]=[C:13]([C:12]3[N:11]([CH3:18])[N:10]=[N:9][C:8]=3[C:5]3[CH:6]=[CH:7][C:2]([F:1])=[CH:3][CH:4]=3)[N:14]=[CH:15]2)=[CH:21][CH:22]=1. The catalyst class is: 3.